From a dataset of Retrosynthesis with 50K atom-mapped reactions and 10 reaction types from USPTO. Predict the reactants needed to synthesize the given product. (1) Given the product Nc1ccc(Cl)c(C(=O)O)c1Cl, predict the reactants needed to synthesize it. The reactants are: O=C(O)c1c(Cl)ccc([N+](=O)[O-])c1Cl. (2) Given the product O=C1CCC(N2Cc3c(OCC4COc5ccccc5C4)cccc3C2=O)C(=O)N1, predict the reactants needed to synthesize it. The reactants are: COC(=O)CCC(C(N)=O)N1Cc2c(OCC3COc4ccccc4C3)cccc2C1=O.